Predict which catalyst facilitates the given reaction. From a dataset of Catalyst prediction with 721,799 reactions and 888 catalyst types from USPTO. (1) Product: [CH2:1]([O:14][C:12](=[O:13])[C:11]1[CH:15]=[CH:16][C:17]([Br:19])=[CH:18][C:10]=1[F:9])[C:2]1[CH:7]=[CH:6][CH:5]=[CH:4][CH:3]=1. The catalyst class is: 2. Reactant: [CH2:1](Br)[C:2]1[CH:7]=[CH:6][CH:5]=[CH:4][CH:3]=1.[F:9][C:10]1[CH:18]=[C:17]([Br:19])[CH:16]=[CH:15][C:11]=1[C:12]([OH:14])=[O:13].C([O-])([O-])=O.[Cs+].[Cs+]. (2) Product: [Cl:17][C:18]1[CH:26]=[C:25]2[NH:24][C:23](=[O:35])[C:22]3([CH:36]([C:37]4[CH:42]=[C:41]([F:43])[CH:40]=[CH:39][C:38]=4[CH3:44])[CH2:12][C:10](=[O:11])[NH:9][CH:8]3[C:4]3[CH:5]=[CH:6][CH:7]=[C:2]([Cl:1])[CH:3]=3)[C:21]2=[CH:20][CH:19]=1.[CH3:27][O:28][CH:29]([Si:13]([CH3:14])([CH3:15])[CH3:16])[CH3:30]. Reactant: [Cl:1][C:2]1[CH:3]=[C:4]([CH:8]=[N:9][C:10]([O:12][Si:13]([CH3:16])([CH3:15])[CH3:14])=[CH2:11])[CH:5]=[CH:6][CH:7]=1.[Cl:17][C:18]1[CH:26]=[C:25]2[C:21](/[C:22](=[CH:36]/[C:37]3[CH:42]=[C:41]([F:43])[CH:40]=[CH:39][C:38]=3[CH3:44])/[C:23](=[O:35])[N:24]2[CH2:27][O:28][CH2:29][CH2:30][Si](C)(C)C)=[CH:20][CH:19]=1.CO. The catalyst class is: 11. (3) Reactant: C(OC([N:8]1[CH2:13][CH2:12][N:11]([C:14]2[CH:19]=[CH:18][C:17]([CH3:20])=[CH:16][N:15]=2)[CH2:10][CH2:9]1)=O)(C)(C)C.Cl. Product: [CH3:20][C:17]1[CH:18]=[CH:19][C:14]([N:11]2[CH2:12][CH2:13][NH:8][CH2:9][CH2:10]2)=[N:15][CH:16]=1. The catalyst class is: 12. (4) Reactant: I[C:2]1[CH:7]=[CH:6][C:5]([N:8]2[CH2:13][CH2:12][CH2:11][CH:10]([N:14]3[CH2:19][CH2:18][CH:17]([CH3:20])[CH2:16][CH2:15]3)[CH2:9]2)=[CH:4][CH:3]=1.[Cl:21][C:22]1[CH:27]=[CH:26][C:25]([C:28]2[CH:29]=[CH:30][C:31]([C:34]#[CH:35])=[N:32][CH:33]=2)=[CH:24][CH:23]=1. Product: [Cl:21][C:22]1[CH:23]=[CH:24][C:25]([C:28]2[CH:29]=[CH:30][C:31]([C:34]#[C:35][C:2]3[CH:7]=[CH:6][C:5]([N:8]4[CH2:13][CH2:12][CH2:11][CH:10]([N:14]5[CH2:19][CH2:18][CH:17]([CH3:20])[CH2:16][CH2:15]5)[CH2:9]4)=[CH:4][CH:3]=3)=[N:32][CH:33]=2)=[CH:26][CH:27]=1. The catalyst class is: 61. (5) Reactant: [CH2:1]1[C:9]2[C:4](=[CH:5][CH:6]=[CH:7][CH:8]=2)[CH2:3][CH:2]1[NH:10][C:11]1[N:12]=[CH:13][C:14]2[CH2:20][NH:19][CH2:18][CH2:17][C:15]=2[N:16]=1.[NH:21]1[CH:25]=[C:24]([C:26](O)=[O:27])[N:23]=[CH:22]1.Cl.CN(C)CCCN=C=NCC.O.ON1C2C=CC=CC=2N=N1.C(N(CC)CC)C. Product: [NH:21]1[CH:25]=[C:24]([C:26]([N:19]2[CH2:18][CH2:17][C:15]3[N:16]=[C:11]([NH:10][CH:2]4[CH2:3][C:4]5[C:9](=[CH:8][CH:7]=[CH:6][CH:5]=5)[CH2:1]4)[N:12]=[CH:13][C:14]=3[CH2:20]2)=[O:27])[N:23]=[CH:22]1. The catalyst class is: 9. (6) Reactant: C[O:2][C:3](=O)[C:4]1[CH:9]=[C:8]([O:10][CH:11]2[CH2:16][CH2:15][O:14][CH2:13][CH2:12]2)[CH:7]=[C:6]([O:17][CH2:18][CH3:19])[CH:5]=1.[H-].[Al+3].[Li+].[H-].[H-].[H-]. Product: [CH2:18]([O:17][C:6]1[CH:5]=[C:4]([CH:9]=[C:8]([O:10][CH:11]2[CH2:16][CH2:15][O:14][CH2:13][CH2:12]2)[CH:7]=1)[CH:3]=[O:2])[CH3:19]. The catalyst class is: 725. (7) Product: [C:15]([N:11]1[CH2:10][CH2:9][N:8]([C:1]([O:3][C:4]([CH3:7])([CH3:6])[CH3:5])=[O:2])[CH2:13][CH2:12]1)#[N:14]. Reactant: [C:1]([N:8]1[CH2:13][CH2:12][NH:11][CH2:10][CH2:9]1)([O:3][C:4]([CH3:7])([CH3:6])[CH3:5])=[O:2].[N:14]#[C:15]Br. The catalyst class is: 4. (8) Reactant: C1N2CCN(CC2)C1.[CH2:9]([N:16]1[C:25]2[C:20](=[CH:21][CH:22]=[CH:23][N:24]=2)[C:19](Cl)=[C:18]([S:27]([CH3:30])(=[O:29])=[O:28])[C:17]1=[O:31])[C:10]1[CH:15]=[CH:14][CH:13]=[CH:12][CH:11]=1.[N:32]1([C:38]([C:40]2[S:41][CH:42]=[CH:43][CH:44]=2)=[O:39])[CH2:37][CH2:36][NH:35][CH2:34][CH2:33]1. Product: [CH2:9]([N:16]1[C:25]2[C:20](=[CH:21][CH:22]=[CH:23][N:24]=2)[C:19]([N:35]2[CH2:36][CH2:37][N:32]([C:38]([C:40]3[S:41][CH:42]=[CH:43][CH:44]=3)=[O:39])[CH2:33][CH2:34]2)=[C:18]([S:27]([CH3:30])(=[O:29])=[O:28])[C:17]1=[O:31])[C:10]1[CH:15]=[CH:14][CH:13]=[CH:12][CH:11]=1. The catalyst class is: 6. (9) Reactant: [CH:1]1[CH:6]=[N:5][CH:4]=[C:3]([CH2:7][C:8]([P:14]([O-:17])([OH:16])=[O:15])([P:10]([OH:13])([OH:12])=[O:11])[OH:9])[CH:2]=1.[Na+]. Product: [CH:1]1[CH:6]=[N:5][CH:4]=[C:3]([CH2:7][C:8]([P:10]([OH:12])([OH:13])=[O:11])([P:14]([OH:17])([OH:16])=[O:15])[OH:9])[CH:2]=1. The catalyst class is: 6. (10) Reactant: [CH:1]1([CH2:4][O:5][C:6]2[CH:7]=[C:8]([C:14]3[O:15][CH:16]=[C:17]([CH2:19][CH2:20][C:21]([C:23]4[CH:28]=[CH:27][CH:26]=[CH:25][C:24]=4[O:29][CH2:30][CH3:31])=O)[N:18]=3)[CH:9]=[CH:10][C:11]=2[O:12][CH3:13])[CH2:3][CH2:2]1.O.NN.C(O)COCCO.[OH-].[K+]. Product: [CH:1]1([CH2:4][O:5][C:6]2[CH:7]=[C:8]([C:14]3[O:15][CH:16]=[C:17]([CH2:19][CH2:20][CH2:21][C:23]4[CH:28]=[CH:27][CH:26]=[CH:25][C:24]=4[O:29][CH2:30][CH3:31])[N:18]=3)[CH:9]=[CH:10][C:11]=2[O:12][CH3:13])[CH2:2][CH2:3]1. The catalyst class is: 6.